The task is: Regression. Given a peptide amino acid sequence and an MHC pseudo amino acid sequence, predict their binding affinity value. This is MHC class II binding data.. This data is from Peptide-MHC class II binding affinity with 134,281 pairs from IEDB. (1) The peptide sequence is MNIKLQMPLYVAGYK. The MHC is HLA-DQA10201-DQB10202 with pseudo-sequence HLA-DQA10201-DQB10202. The binding affinity (normalized) is 0.163. (2) The peptide sequence is YLFAKDKSGPLQPGV. The MHC is DRB1_0401 with pseudo-sequence DRB1_0401. The binding affinity (normalized) is 0.425. (3) The MHC is DRB1_0101 with pseudo-sequence DRB1_0101. The peptide sequence is EPPSESDLEFSWLNL. The binding affinity (normalized) is 0.0801.